Dataset: Retrosynthesis with 50K atom-mapped reactions and 10 reaction types from USPTO. Task: Predict the reactants needed to synthesize the given product. (1) Given the product CC(c1ccccc1N1CCCCC1)C(C(N)=O)c1ccc(C=O)cc1, predict the reactants needed to synthesize it. The reactants are: CC(c1ccccc1N1CCCCC1)C(C(N)=O)c1ccc(CO)cc1. (2) Given the product O=C(c1cc(C(F)(F)F)cc(C(F)(F)F)c1)N1C[C@H]2CC[C@H](N3CCCC3)CN2C[C@H]1Cc1c[nH]c2ccccc12, predict the reactants needed to synthesize it. The reactants are: C1CCNC1.O=C1CC[C@@H]2CN(C(=O)c3cc(C(F)(F)F)cc(C(F)(F)F)c3)[C@H](Cc3c[nH]c4ccccc34)CN2C1. (3) Given the product COc1ccc(Cl)cc1C1=C(Br)CCC1, predict the reactants needed to synthesize it. The reactants are: COc1ccc(Cl)cc1I.OB(O)C1=C(Br)CCC1. (4) The reactants are: CCCCCCC(=O)CCc1ccc(OCc2ccccc2)c(OCc2ccccc2)c1.CI. Given the product CCCCCCC(C)(O)CCc1ccc(OCc2ccccc2)c(OCc2ccccc2)c1, predict the reactants needed to synthesize it. (5) Given the product C=CC[Si](c1ccc(F)cc1)(c1ccc(F)cc1)C(C)n1cncn1, predict the reactants needed to synthesize it. The reactants are: C=CC[Si](c1ccc(F)cc1)(c1ccc(F)cc1)C(C)Cl.c1nc[nH]n1. (6) Given the product C[C@H](NC(=O)c1ccc(C(=O)N2CCSC2)c(Br)c1)c1nc2cc(Cl)ccc2[nH]1, predict the reactants needed to synthesize it. The reactants are: C1CSCN1.C[C@H](NC(=O)c1ccc(C(=O)O)c(Br)c1)c1nc2cc(Cl)ccc2[nH]1. (7) Given the product Cc1ccc(Oc2ccc(Nc3ncnc4cccc(O[C@H](C)C(=O)N(C)CCCO)c34)cc2C)cn1, predict the reactants needed to synthesize it. The reactants are: CNCCCO.Cc1ccc(Oc2ccc(Nc3ncnc4cccc(O[C@H](C)C(=O)O)c34)cc2C)cn1.